This data is from Reaction yield outcomes from USPTO patents with 853,638 reactions. The task is: Predict the reaction yield, written as a fraction of the theoretical maximum amount of product (1.0 means a 100% yield; for example, 0.34 means a 34% yield). (1) The reactants are O.[NH2:2][NH2:3].[N:4]1[CH:9]=[CH:8][C:7]([N:10]2[CH2:15][CH2:14][C:13](=O)[CH2:12][CH2:11]2)=[CH:6][CH:5]=1. The catalyst is CO. The product is [N:4]1[CH:9]=[CH:8][C:7]([N:10]2[CH2:15][CH2:14][C:13](=[N:2][NH2:3])[CH2:12][CH2:11]2)=[CH:6][CH:5]=1. The yield is 0.920. (2) The reactants are [C:1]([C:5]1[CH:24]=[CH:23][CH:22]=[CH:21][C:6]=1[O:7][CH:8]1[CH2:11][N:10]([C:12](=[O:20])[CH2:13][CH2:14][C:15]([O:17]CC)=[O:16])[CH2:9]1)([CH3:4])([CH3:3])[CH3:2].[OH-].[Li+].Cl. The catalyst is C(O)C. The product is [C:1]([C:5]1[CH:24]=[CH:23][CH:22]=[CH:21][C:6]=1[O:7][CH:8]1[CH2:9][N:10]([C:12](=[O:20])[CH2:13][CH2:14][C:15]([OH:17])=[O:16])[CH2:11]1)([CH3:4])([CH3:2])[CH3:3]. The yield is 0.650.